Dataset: Full USPTO retrosynthesis dataset with 1.9M reactions from patents (1976-2016). Task: Predict the reactants needed to synthesize the given product. (1) Given the product [Br:3][C:4]1[CH:10]=[C:9]([F:11])[C:7]([NH:8][C:14]2[C:23]3[C:18](=[CH:19][C:20]([O:26][CH2:27][CH:28]4[CH2:33][CH2:32][N:31]([CH3:34])[CH2:30][CH2:29]4)=[C:21]([O:24][CH3:25])[CH:22]=3)[N:17]=[CH:16][N:15]=2)=[C:6]([F:12])[CH:5]=1, predict the reactants needed to synthesize it. The reactants are: [H-].[Na+].[Br:3][C:4]1[CH:10]=[C:9]([F:11])[C:7]([NH2:8])=[C:6]([F:12])[CH:5]=1.Cl[C:14]1[C:23]2[C:18](=[CH:19][C:20]([O:26][CH2:27][CH:28]3[CH2:33][CH2:32][N:31]([CH3:34])[CH2:30][CH2:29]3)=[C:21]([O:24][CH3:25])[CH:22]=2)[N:17]=[CH:16][N:15]=1. (2) Given the product [N+:41]([C:36]1[CH:37]=[CH:38][CH:39]=[CH:40][C:35]=1[C:26]1[CH:27]=[CH:28][C:29]2[C:30]3[C:11](=[CH:10][CH:9]=[CH:32][CH:31]=3)[C:12]3[C:17](=[CH:16][CH:15]=[CH:14][CH:13]=3)[C:18]3[C:23](=[CH:22][CH:21]=[CH:20][CH:19]=3)[C:24]=2[CH:25]=1)([O-:43])=[O:42], predict the reactants needed to synthesize it. The reactants are: CC1(C)C(C)(C)OB([C:9]2[CH:32]=[CH:31][C:30]3[C:29]4[C:24](=[CH:25][CH:26]=[CH:27][CH:28]=4)[C:23]4[C:18](=[CH:19][CH:20]=[CH:21][CH:22]=4)[C:17]4[C:12](=[CH:13][CH:14]=[CH:15][CH:16]=4)[C:11]=3[CH:10]=2)O1.Br[C:35]1[CH:40]=[CH:39][CH:38]=[CH:37][C:36]=1[N+:41]([O-:43])=[O:42].C([O-])([O-])=O.[K+].[K+].O. (3) Given the product [CH3:1][O:2][C:3](=[O:20])[CH:4]([NH:12][C:13]([O:15][C:16]([CH3:17])([CH3:19])[CH3:18])=[O:14])[C:5]1[CH:6]=[CH:7][C:8]([O:11][CH2:24][CH2:23][O:22][CH3:21])=[CH:9][CH:10]=1, predict the reactants needed to synthesize it. The reactants are: [CH3:1][O:2][C:3](=[O:20])[CH:4]([NH:12][C:13]([O:15][C:16]([CH3:19])([CH3:18])[CH3:17])=[O:14])[C:5]1[CH:10]=[CH:9][C:8]([OH:11])=[CH:7][CH:6]=1.[CH3:21][O:22][CH2:23][CH2:24]Br.C(=O)([O-])[O-].[Cs+].[Cs+]. (4) Given the product [C:37]([N:21]1[C:22]2[C:27](=[CH:26][CH:25]=[CH:24][CH:23]=2)[C:17]2([CH2:16][CH2:15][N:14]([C:12]([NH:11][CH:2]3[CH:3]4[CH2:9][CH:7]5[CH2:6][CH:5]([CH2:10][CH:1]3[CH2:8]5)[CH2:4]4)=[O:13])[CH2:19][CH2:18]2)[CH2:20]1)(=[O:39])[CH3:38], predict the reactants needed to synthesize it. The reactants are: [CH:1]12[CH2:10][CH:5]3[CH2:6][CH:7]([CH2:9][CH:3]([CH2:4]3)[CH:2]1[NH:11][C:12]([N:14]1[CH2:19][CH2:18][C:17]3([C:27]4[C:22](=[CH:23][CH:24]=[CH:25][CH:26]=4)[NH:21][CH2:20]3)[CH2:16][CH2:15]1)=[O:13])[CH2:8]2.CCN(C(C)C)C(C)C.[C:37](Cl)(=[O:39])[CH3:38]. (5) Given the product [CH:30]1([N:25]2[C:24]([N:6]3[CH2:7][C@H:8]([S:10]([C:13]4[CH:18]=[CH:17][C:16]([F:19])=[CH:15][C:14]=4[C:20]([F:21])([F:22])[F:23])(=[O:11])=[O:12])[CH2:9][C@H:5]3[C:3]([OH:4])=[O:2])=[CH:28][C:27]([CH3:29])=[N:26]2)[CH2:31][CH2:32][CH2:33]1, predict the reactants needed to synthesize it. The reactants are: C[O:2][C:3]([C@@H:5]1[CH2:9][C@@H:8]([S:10]([C:13]2[CH:18]=[CH:17][C:16]([F:19])=[CH:15][C:14]=2[C:20]([F:23])([F:22])[F:21])(=[O:12])=[O:11])[CH2:7][N:6]1[C:24]1[N:25]([CH:30]2[CH2:33][CH2:32][CH2:31]2)[N:26]=[C:27]([CH3:29])[CH:28]=1)=[O:4].[OH-].[Li+]. (6) Given the product [CH3:15][C:16]1([CH3:40])[CH2:25][CH2:24][C:23]([CH3:26])([CH3:27])[C:22]2[CH:21]=[C:20]([C:28]([O:30][CH2:31][CH2:32][C:33]3[CH:34]=[CH:35][C:36]([NH:39][C:12]([CH:8]4[CH2:11][CH2:10][CH2:9]4)=[O:13])=[CH:37][CH:38]=3)=[O:29])[CH:19]=[CH:18][C:17]1=2, predict the reactants needed to synthesize it. The reactants are: C(N(CC)CC)C.[CH:8]1([C:12](Cl)=[O:13])[CH2:11][CH2:10][CH2:9]1.[CH3:15][C:16]1([CH3:40])[CH2:25][CH2:24][C:23]([CH3:27])([CH3:26])[C:22]2[CH:21]=[C:20]([C:28]([O:30][CH2:31][CH2:32][C:33]3[CH:38]=[CH:37][C:36]([NH2:39])=[CH:35][CH:34]=3)=[O:29])[CH:19]=[CH:18][C:17]1=2. (7) Given the product [F:8][C:6]1[CH:5]=[CH:4][C:3]([C:9]2[N:14]=[CH:13][N:12]=[C:11]([NH:15][C:16]3[CH:31]=[CH:30][CH:29]=[C:18]([CH2:19][S:20]([CH3:22])(=[NH:23])=[O:21])[CH:17]=3)[N:10]=2)=[C:2]([O:41][CH:39]([C:36]2[CH:37]=[CH:38][C:33]([F:32])=[CH:34][CH:35]=2)[CH3:40])[CH:7]=1, predict the reactants needed to synthesize it. The reactants are: F[C:2]1[CH:7]=[C:6]([F:8])[CH:5]=[CH:4][C:3]=1[C:9]1[N:14]=[CH:13][N:12]=[C:11]([NH:15][C:16]2[CH:17]=[C:18]([CH:29]=[CH:30][CH:31]=2)[CH2:19][S:20](=[N:23]C(=O)OCC)([CH3:22])=[O:21])[N:10]=1.[F:32][C:33]1[CH:38]=[CH:37][C:36]([CH:39]([OH:41])[CH3:40])=[CH:35][CH:34]=1. (8) Given the product [CH3:23][O:22][CH2:21][CH2:20][CH2:19][N:11]([CH2:10][CH2:9][CH2:8][C:5]1[CH:6]=[CH:7][C:2]([B:24]2[O:28][C:27]([CH3:30])([CH3:29])[C:26]([CH3:32])([CH3:31])[O:25]2)=[CH:3][CH:4]=1)[C:12](=[O:18])[O:13][C:14]([CH3:17])([CH3:16])[CH3:15], predict the reactants needed to synthesize it. The reactants are: Br[C:2]1[CH:7]=[CH:6][C:5]([CH2:8][CH2:9][CH2:10][N:11]([CH2:19][CH2:20][CH2:21][O:22][CH3:23])[C:12](=[O:18])[O:13][C:14]([CH3:17])([CH3:16])[CH3:15])=[CH:4][CH:3]=1.[B:24]1([B:24]2[O:28][C:27]([CH3:30])([CH3:29])[C:26]([CH3:32])([CH3:31])[O:25]2)[O:28][C:27]([CH3:30])([CH3:29])[C:26]([CH3:32])([CH3:31])[O:25]1.C([O-])(=O)C.[K+].C1(P(C2CCCCC2)C2CCCCC2)CCCCC1. (9) Given the product [NH2:33][C:29]1[CH:28]=[C:27]([C:22]2[N:23]=[C:24]([CH3:26])[S:25][C:21]=2[C:19]2[CH:18]=[CH:17][N:16]=[C:15]([NH:14][C:4]3[CH:5]=[CH:6][C:7]([O:8][CH2:9][CH2:10][N:11]([CH3:12])[CH3:13])=[C:2]([Cl:1])[CH:3]=3)[N:20]=2)[CH:32]=[CH:31][CH:30]=1, predict the reactants needed to synthesize it. The reactants are: [Cl:1][C:2]1[CH:3]=[C:4]([NH:14][C:15]2[N:20]=[C:19]([C:21]3[S:25][C:24]([CH3:26])=[N:23][C:22]=3[C:27]3[CH:32]=[CH:31][CH:30]=[C:29]([N+:33]([O-])=O)[CH:28]=3)[CH:18]=[CH:17][N:16]=2)[CH:5]=[CH:6][C:7]=1[O:8][CH2:9][CH2:10][N:11]([CH3:13])[CH3:12].CC(O)=O.